Dataset: Full USPTO retrosynthesis dataset with 1.9M reactions from patents (1976-2016). Task: Predict the reactants needed to synthesize the given product. (1) Given the product [Cl:3][C:4]1[CH:5]=[C:6]([C:14]2[O:18][N:17]=[C:16]([C:19]3[C:20]([O:38][CH3:36])=[C:21]([CH2:25][CH2:26][CH2:27][C:28]([OH:30])=[O:29])[CH:22]=[CH:23][CH:24]=3)[N:15]=2)[CH:7]=[CH:8][C:9]=1[O:10][CH:11]([CH3:13])[CH3:12], predict the reactants needed to synthesize it. The reactants are: [OH-].[Na+].[Cl:3][C:4]1[CH:5]=[C:6]([C:14]2[O:18][N:17]=[C:16]([C:19]3[C:20](C)=[C:21]([CH2:25][CH2:26][CH2:27][C:28]([O:30]CC)=[O:29])[CH:22]=[CH:23][CH:24]=3)[N:15]=2)[CH:7]=[CH:8][C:9]=1[O:10][CH:11]([CH3:13])[CH3:12].Cl.C[CH:36]([OH:38])C. (2) The reactants are: [Cl:1][C:2]1[CH:3]=[N:4][CH:5]=[C:6]([Cl:20])[C:7]=1[S:8][C:9]1[S:13][C:12]([C:14]([OH:16])=O)=[CH:11][C:10]=1[N+:17]([O-:19])=[O:18].[F:21][C:22]([F:30])([F:29])[C:23]1[CH:27]=[C:26]([NH2:28])[NH:25][N:24]=1. Given the product [Cl:20][C:6]1[CH:5]=[N:4][CH:3]=[C:2]([Cl:1])[C:7]=1[S:8][C:9]1[S:13][C:12]([C:14]([NH:28][C:26]2[NH:25][N:24]=[C:23]([C:22]([F:30])([F:29])[F:21])[CH:27]=2)=[O:16])=[CH:11][C:10]=1[N+:17]([O-:19])=[O:18], predict the reactants needed to synthesize it.